Dataset: Forward reaction prediction with 1.9M reactions from USPTO patents (1976-2016). Task: Predict the product of the given reaction. (1) The product is: [CH3:1][O:2][C:3]1[CH:8]=[CH:7][N:6]2[N:9]=[C:10]([C:15]3[CH:20]=[CH:19][CH:18]=[CH:17][CH:16]=3)[C:11]([C:12]3[CH:13]=[CH:23][C:22](=[O:26])[NH:28][N:29]=3)=[C:5]2[CH:4]=1. Given the reactants [CH3:1][O:2][C:3]1[CH:8]=[CH:7][N:6]2[N:9]=[C:10]([C:15]3[CH:20]=[CH:19][CH:18]=[CH:17][CH:16]=3)[C:11]([C:12](=O)[CH3:13])=[C:5]2[CH:4]=1.O.[C:22]([OH:26])(=O)[CH:23]=O.O.[NH2:28][NH2:29], predict the reaction product. (2) Given the reactants Cl[C:2]1[CH:7]=[CH:6][N:5]=[C:4]2[NH:8][CH:9]=[CH:10][C:3]=12.[CH2:11]([N:18]1[CH2:23][CH2:22][NH:21][CH2:20][CH2:19]1)[C:12]1[CH:17]=[CH:16][CH:15]=[CH:14][CH:13]=1, predict the reaction product. The product is: [CH2:11]([N:18]1[CH2:23][CH2:22][N:21]([C:2]2[CH:7]=[CH:6][N:5]=[C:4]3[NH:8][CH:9]=[CH:10][C:3]=23)[CH2:20][CH2:19]1)[C:12]1[CH:13]=[CH:14][CH:15]=[CH:16][CH:17]=1. (3) Given the reactants C(OC(=O)[NH:7][CH2:8][C:9]1[CH:14]=[C:13]([Cl:15])[CH:12]=[CH:11][C:10]=1[O:16][CH2:17][C:18](=[O:20])[NH2:19])(C)(C)C.C(O)(C(F)(F)F)=O, predict the reaction product. The product is: [Cl:15][C:13]1[CH:12]=[CH:11][C:10]([O:16][CH2:17][C:18]([NH2:19])=[O:20])=[C:9]([CH:14]=1)[CH2:8][NH2:7].